This data is from Forward reaction prediction with 1.9M reactions from USPTO patents (1976-2016). The task is: Predict the product of the given reaction. (1) Given the reactants Cl.Cl[CH2:3][C:4]1[C:5]([NH:16][CH2:17][CH2:18][NH:19][C:20](=[O:22])[CH3:21])=[N:6][C:7]2[C:12]([CH:13]=1)=[CH:11][C:10]([O:14][CH3:15])=[CH:9][CH:8]=2.[CH3:23][O:24][C:25]1[CH:26]=[C:27]2[C:32](=[CH:33][C:34]=1[O:35][CH3:36])[C:31]([CH2:37][CH2:38][CH3:39])=[N:30][C:29]([OH:40])=[CH:28]2.[Li+].[OH-], predict the reaction product. The product is: [OH:40][C:29]1[N:30]=[C:31]([CH2:37][CH2:38][CH3:39])[C:32]2[C:27]([C:28]=1[CH2:3][C:4]1[C:5]([NH:16][CH2:17][CH2:18][NH:19][C:20](=[O:22])[CH3:21])=[N:6][C:7]3[C:12]([CH:13]=1)=[CH:11][C:10]([O:14][CH3:15])=[CH:9][CH:8]=3)=[CH:26][C:25]([O:24][CH3:23])=[C:34]([O:35][CH3:36])[CH:33]=2. (2) Given the reactants [F:1][C:2]1[CH:8]=[CH:7][C:5]([NH2:6])=[CH:4][CH:3]=1.[CH3:9][C:10]([CH3:12])=O.O.O.O.C([O-])(=O)C.[Na+].C(=O)=O.CC(C)=O.[BH4-].[Na+].[OH-].[NH4+], predict the reaction product. The product is: [F:1][C:2]1[CH:8]=[CH:7][C:5]([NH:6][CH2:9][CH2:10][CH3:12])=[CH:4][CH:3]=1. (3) Given the reactants [CH:1]1([NH:4][C:5]2[C:10]([C:11]([OH:13])=O)=[CH:9][C:8]([F:14])=[C:7]([N:15]3[CH2:20][CH2:19][N:18]([CH3:21])[CH2:17][CH2:16]3)[N:6]=2)[CH2:3][CH2:2]1.C1C=CC2N(O)N=NC=2C=1.CCN=C=NCCCN(C)C.Cl.[CH2:44]([O:51][NH2:52])[C:45]1[CH:50]=[CH:49][CH:48]=[CH:47][CH:46]=1.C(N(CC)CC)C, predict the reaction product. The product is: [CH2:44]([O:51][NH:52][C:11]([C:10]1[C:5]([NH:4][CH:1]2[CH2:3][CH2:2]2)=[N:6][C:7]([N:15]2[CH2:20][CH2:19][N:18]([CH3:21])[CH2:17][CH2:16]2)=[C:8]([F:14])[CH:9]=1)=[O:13])[C:45]1[CH:50]=[CH:49][CH:48]=[CH:47][CH:46]=1. (4) Given the reactants [CH3:1][O:2][C:3](=[O:13])[C:4]1[CH:9]=[CH:8][CH:7]=[C:6]([Cl:10])[C:5]=1[CH2:11]Br.[C-:14]#[N:15].[Na+], predict the reaction product. The product is: [CH3:1][O:2][C:3](=[O:13])[C:4]1[CH:9]=[CH:8][CH:7]=[C:6]([Cl:10])[C:5]=1[CH2:11][C:14]#[N:15]. (5) Given the reactants [NH2:1][C:2]1[CH:7]=[CH:6][C:5]([CH:8]2[CH2:13][CH2:12][N:11]([C:14]([O:16][C:17]([CH3:20])([CH3:19])[CH3:18])=[O:15])[CH2:10][CH2:9]2)=[CH:4][C:3]=1I.[C:22]([C:24]1[CH:29]=[CH:28][CH:27]=[CH:26][C:25]=1[O:30][CH3:31])#[CH:23], predict the reaction product. The product is: [NH2:1][C:2]1[CH:7]=[CH:6][C:5]([CH:8]2[CH2:13][CH2:12][N:11]([C:14]([O:16][C:17]([CH3:20])([CH3:19])[CH3:18])=[O:15])[CH2:10][CH2:9]2)=[CH:4][C:3]=1[C:23]#[C:22][C:24]1[CH:29]=[CH:28][CH:27]=[CH:26][C:25]=1[O:30][CH3:31]. (6) Given the reactants [NH2:1][C:2]1[C:3]([C:12]([OH:14])=O)=[CH:4][C:5]2[C:10]([CH:11]=1)=[CH:9][CH:8]=[CH:7][CH:6]=2.[OH:15][C:16]1[CH:21]=[C:20](O)[CH:19]=[C:18]([OH:23])[CH:17]=1.C1(C)C=CC(S(O)(=O)=O)=CC=1, predict the reaction product. The product is: [OH:15][C:16]1[C:21]2[C:12](=[O:14])[C:3]3[CH:4]=[C:5]4[CH:6]=[CH:7][CH:8]=[CH:9][C:10]4=[CH:11][C:2]=3[NH:1][C:20]=2[CH:19]=[C:18]([OH:23])[CH:17]=1. (7) Given the reactants [CH2:1]([N:8]1[C:17](=[O:18])[C:16]2[C:11](=[CH:12][C:13]([O:20]C)=[C:14]([OH:19])[CH:15]=2)[N:10]=[CH:9]1)[C:2]1[CH:7]=[CH:6][CH:5]=[CH:4][CH:3]=1.Cl.N1C=CC=CC=1, predict the reaction product. The product is: [CH2:1]([N:8]1[C:17](=[O:18])[C:16]2[C:11](=[CH:12][C:13]([OH:20])=[C:14]([OH:19])[CH:15]=2)[N:10]=[CH:9]1)[C:2]1[CH:3]=[CH:4][CH:5]=[CH:6][CH:7]=1. (8) Given the reactants C(Cl)(Cl)Cl.[C:5]([O-:8])(=O)[CH3:6].[C:9]([O-:12])(=O)[CH3:10].C([O-])(=O)C.[Cl:17][C:18]1[CH:32]=[CH:31][C:21]([C:22]2[CH:27]=[C:26]([CH2:28][CH3:29])[C:25]([Pb+3])=[CH:24][CH:23]=2)=[CH:20][CH:19]=1.Cl.[C:34]1(C)[CH:39]=CC=[CH:36][CH:35]=1, predict the reaction product. The product is: [Cl:17][C:18]1[CH:32]=[CH:31][C:21]([C:22]2[CH:27]=[C:26]([CH2:28][CH3:29])[C:25]([CH:6]3[C:5](=[O:8])[CH:35]4[CH2:36][CH:10]([CH2:39][CH2:34]4)[C:9]3=[O:12])=[CH:24][CH:23]=2)=[CH:20][CH:19]=1. (9) Given the reactants [CH:1]([N:4]1[C:8]([C:9]2[S:10][C:11]3[CH2:12][CH2:13][O:14][C:15]4[CH:22]=[CH:21][C:20]([C:23]5[C:24](=[O:33])[N:25]([CH2:29][C:30](O)=[O:31])[CH:26]=[CH:27][CH:28]=5)=[CH:19][C:16]=4[C:17]=3[N:18]=2)=[N:7][CH:6]=[N:5]1)([CH3:3])[CH3:2].C([N:37](C(C)C)CC)(C)C.[Cl-].[NH4+].CN(C(ON1N=NC2C=CC=NC1=2)=[N+](C)C)C.F[P-](F)(F)(F)(F)F, predict the reaction product. The product is: [CH:1]([N:4]1[C:8]([C:9]2[S:10][C:11]3[CH2:12][CH2:13][O:14][C:15]4[CH:22]=[CH:21][C:20]([C:23]5[C:24](=[O:33])[N:25]([CH2:29][C:30]([NH2:37])=[O:31])[CH:26]=[CH:27][CH:28]=5)=[CH:19][C:16]=4[C:17]=3[N:18]=2)=[N:7][CH:6]=[N:5]1)([CH3:2])[CH3:3]. (10) Given the reactants [C:1]([C:5]1[CH:6]=[C:7]([S:11](Cl)(=[O:13])=[O:12])[CH:8]=[CH:9][CH:10]=1)([CH3:4])([CH3:3])[CH3:2].C[C:16]1[CH:21]=[CH:20][C:19]([NH:22][C:23]([NH:25][C:26]2[CH:31]=[CH:30][CH:29]=[CH:28][CH:27]=2)=[O:24])=[C:18](N)[CH:17]=1.[N:33]1C=CC=C[CH:34]=1, predict the reaction product. The product is: [CH3:34][N:33]([C:16]1[CH:17]=[CH:18][C:19]([NH:22][C:23]([NH:25][C:26]2[CH:27]=[CH:28][CH:29]=[CH:30][CH:31]=2)=[O:24])=[CH:20][CH:21]=1)[S:11]([C:7]1[CH:8]=[CH:9][CH:10]=[C:5]([C:1]([CH3:4])([CH3:3])[CH3:2])[CH:6]=1)(=[O:13])=[O:12].